From a dataset of Full USPTO retrosynthesis dataset with 1.9M reactions from patents (1976-2016). Predict the reactants needed to synthesize the given product. (1) Given the product [N:43]1[CH:44]=[CH:45][CH:46]=[C:41]([S:47][C:48]2[CH:53]=[CH:52][C:51]([CH:54]([CH2:63][CH:64]3[CH2:69][CH2:68][O:67][CH2:66][CH2:65]3)[C:55]([NH:57][C:58]3[S:59][CH:60]=[CH:61][N:62]=3)=[O:56])=[CH:50][CH:49]=2)[CH:42]=1, predict the reactants needed to synthesize it. The reactants are: C1C=CC(P(C2C(OC3C(P(C4C=CC=CC=4)C4C=CC=CC=4)=CC=CC=3)=CC=CC=2)C2C=CC=CC=2)=CC=1.I[C:41]1[CH:42]=[N:43][CH:44]=[CH:45][CH:46]=1.[SH:47][C:48]1[CH:53]=[CH:52][C:51]([CH:54]([CH2:63][CH:64]2[CH2:69][CH2:68][O:67][CH2:66][CH2:65]2)[C:55]([NH:57][C:58]2[S:59][CH:60]=[CH:61][N:62]=2)=[O:56])=[CH:50][CH:49]=1.CC([O-])(C)C.[K+]. (2) Given the product [N:1]1[C:10]2[C:5](=[N:6][CH:7]=[CH:8][N:9]=2)[C:4]([NH:11][CH2:12][CH2:13][C:14]2[CH:19]=[CH:18][C:17]([O:20][C:22]3[CH:27]=[N:26][CH:25]=[CH:24][N:23]=3)=[CH:16][CH:15]=2)=[N:3][CH:2]=1, predict the reactants needed to synthesize it. The reactants are: [N:1]1[C:10]2[C:5](=[N:6][CH:7]=[CH:8][N:9]=2)[C:4]([NH:11][CH2:12][CH2:13][C:14]2[CH:19]=[CH:18][C:17]([OH:20])=[CH:16][CH:15]=2)=[N:3][CH:2]=1.Cl[C:22]1[CH:27]=[N:26][CH:25]=[CH:24][N:23]=1.[H-].[Na+]. (3) The reactants are: [C:1]1([C:7]2[CH:15]=[C:14]3[C:10]([CH2:11][C:12](=[O:16])[NH:13]3)=[CH:9][CH:8]=2)[CH:6]=[CH:5][CH:4]=[CH:3][CH:2]=1.[CH2:17]([N:19]([CH2:33][CH3:34])[CH2:20][CH2:21][N:22]([CH3:32])[C:23]([C:25]1[NH:26][C:27]([CH:30]=O)=[CH:28][CH:29]=1)=[O:24])[CH3:18]. Given the product [CH2:33]([N:19]([CH2:17][CH3:18])[CH2:20][CH2:21][N:22]([CH3:32])[C:23]([C:25]1[NH:26][C:27]([CH:30]=[C:11]2[C:10]3[C:14](=[CH:15][C:7]([C:1]4[CH:2]=[CH:3][CH:4]=[CH:5][CH:6]=4)=[CH:8][CH:9]=3)[NH:13][C:12]2=[O:16])=[CH:28][CH:29]=1)=[O:24])[CH3:34], predict the reactants needed to synthesize it. (4) Given the product [F:29][C:26]1[CH:27]=[CH:28][C:23]([CH2:22][N:12]2[CH2:11][CH2:10][CH:9]3[C:14](=[C:15]([OH:20])[C:16](=[O:19])[N:17]([CH3:18])[CH:8]3[C:6]([OH:7])=[O:5])[C:13]2=[O:21])=[CH:24][CH:25]=1, predict the reactants needed to synthesize it. The reactants are: C([O:5][C:6]([CH:8]1[N:17]([CH3:18])[C:16](=[O:19])[C:15]([OH:20])=[C:14]2[CH:9]1[CH2:10][CH2:11][N:12]([CH2:22][C:23]1[CH:28]=[CH:27][C:26]([F:29])=[CH:25][CH:24]=1)[C:13]2=[O:21])=[O:7])(C)(C)C.